This data is from Catalyst prediction with 721,799 reactions and 888 catalyst types from USPTO. The task is: Predict which catalyst facilitates the given reaction. (1) Reactant: [CH3:1][C@@H:2]1[NH:7][CH2:6][CH2:5][N:4]([S:8]([C:11]2[CH:16]=[CH:15][C:14]([C:17]([F:20])([F:19])[F:18])=[CH:13][CH:12]=2)(=[O:10])=[O:9])[CH2:3]1.[N:21]1[N:25]2[CH:26]=[CH:27][CH:28]=[N:29][C:24]2=[C:23]([C:30](O)=[O:31])[CH:22]=1.C1C=CC2N(O)N=NC=2C=1.O.CN(C(ON1N=NC2C=CC=CC1=2)=[N+](C)C)C.F[P-](F)(F)(F)(F)F.CCN(C(C)C)C(C)C. Product: [CH3:1][C@H:2]1[CH2:3][N:4]([S:8]([C:11]2[CH:12]=[CH:13][C:14]([C:17]([F:20])([F:18])[F:19])=[CH:15][CH:16]=2)(=[O:9])=[O:10])[CH2:5][CH2:6][N:7]1[C:30]([C:23]1[CH:22]=[N:21][N:25]2[CH:26]=[CH:27][CH:28]=[N:29][C:24]=12)=[O:31]. The catalyst class is: 3. (2) Reactant: [NH2:1][C:2]1[NH:7][C:6](=[O:8])[CH:5]=[C:4]([Cl:9])[N:3]=1.[N+:10]([O-])([OH:12])=[O:11]. Product: [NH2:1][C:2]1[NH:7][C:6](=[O:8])[C:5]([N+:10]([O-:12])=[O:11])=[C:4]([Cl:9])[N:3]=1. The catalyst class is: 82. (3) Reactant: [I:1][C:2]1[CH:3]=[N:4][N:5]([CH3:10])[C:6]=1[C:7](O)=[O:8].C(N1C=CN=C1)([N:13]1C=CN=C1)=O.[Cl-].[NH4+].C(N(CC)CC)C. Product: [I:1][C:2]1[CH:3]=[N:4][N:5]([CH3:10])[C:6]=1[C:7]([NH2:13])=[O:8]. The catalyst class is: 2. (4) Reactant: [F:1][C:2]([F:19])([CH:8]([OH:18])[C:9]1[CH:14]=[CH:13][C:12]([N+:15]([O-:17])=[O:16])=[CH:11][CH:10]=1)[C:3]([O:5][CH2:6][CH3:7])=[O:4].[C:20]1([CH3:30])[CH:25]=[CH:24][C:23]([S:26](Cl)(=[O:28])=[O:27])=[CH:22][CH:21]=1. Product: [F:1][C:2]([F:19])([CH:8]([O:18][S:26]([C:23]1[CH:24]=[CH:25][C:20]([CH3:30])=[CH:21][CH:22]=1)(=[O:28])=[O:27])[C:9]1[CH:14]=[CH:13][C:12]([N+:15]([O-:17])=[O:16])=[CH:11][CH:10]=1)[C:3]([O:5][CH2:6][CH3:7])=[O:4]. The catalyst class is: 300. (5) Reactant: [CH3:1][CH:2]1[CH2:7][C:6](=[O:8])[CH:5]=[CH:4][N:3]1[C:9]([O:11][CH2:12][C:13]1[CH:18]=[CH:17][CH:16]=[CH:15][CH:14]=1)=[O:10].C[Si]([N-][Si](C)(C)C)(C)C.[Li+].[F:29][C:30]1[CH:31]=[C:32]([CH:35]=[CH:36][CH:37]=1)[CH:33]=[O:34].[Cl-].[NH4+]. The catalyst class is: 1. Product: [F:29][C:30]1[CH:31]=[C:32]([CH:33]([OH:34])[CH:7]2[C:6](=[O:8])[CH:5]=[CH:4][N:3]([C:9]([O:11][CH2:12][C:13]3[CH:18]=[CH:17][CH:16]=[CH:15][CH:14]=3)=[O:10])[CH:2]2[CH3:1])[CH:35]=[CH:36][CH:37]=1. (6) Reactant: [CH3:1][O:2][C:3]1[CH:4]=[C:5]2[C:10](=[CH:11][C:12]=1[O:13][CH3:14])[N:9]=[CH:8][CH:7]=[C:6]2[O:15][C:16]1[CH:26]=[CH:25][C:19]([O:20][CH2:21][C:22]([OH:24])=O)=[CH:18][CH:17]=1.Cl.C(N=C=NCCCN(C)C)C.O.ON1C2C=CC=CC=2N=N1.[CH3:50][O:51][C:52]1[C:53]([NH2:58])=[CH:54][CH:55]=[CH:56][CH:57]=1.C(=O)([O-])O.[Na+]. Product: [CH3:50][O:51][C:52]1[CH:57]=[CH:56][CH:55]=[CH:54][C:53]=1[NH:58][C:22](=[O:24])[CH2:21][O:20][C:19]1[CH:25]=[CH:26][C:16]([O:15][C:6]2[C:5]3[C:10](=[CH:11][C:12]([O:13][CH3:14])=[C:3]([O:2][CH3:1])[CH:4]=3)[N:9]=[CH:8][CH:7]=2)=[CH:17][CH:18]=1. The catalyst class is: 22. (7) Reactant: [Br:1][C:2]1[C:3]([NH:18][S:19]([CH3:22])(=[O:21])=[O:20])=[CH:4][C:5]2[O:9][C:8]([CH:10]3[CH2:12][CH2:11]3)=[C:7]([C:13]([NH:15][CH3:16])=[O:14])[C:6]=2[CH:17]=1.[C:23]([O-])([O-])=O.[K+].[K+].CI. Product: [Br:1][C:2]1[C:3]([N:18]([CH3:23])[S:19]([CH3:22])(=[O:20])=[O:21])=[CH:4][C:5]2[O:9][C:8]([CH:10]3[CH2:11][CH2:12]3)=[C:7]([C:13]([NH:15][CH3:16])=[O:14])[C:6]=2[CH:17]=1. The catalyst class is: 3.